This data is from Forward reaction prediction with 1.9M reactions from USPTO patents (1976-2016). The task is: Predict the product of the given reaction. (1) Given the reactants [C:1]([C:3]1[C:7]2[CH:8]=[C:9]([O:12][CH3:13])[CH:10]=[CH:11][C:6]=2[O:5][C:4]=1[CH:14]([NH:21][C:22]1[CH:27]=[CH:26][C:25]([C:28]([NH:30][CH2:31][CH2:32][C:33]([O:35]CC)=[O:34])=[O:29])=[CH:24][CH:23]=1)[CH:15]1[CH2:20][CH2:19][CH2:18][CH2:17][CH2:16]1)#[N:2].O1CCCC1.[OH-].[Na+], predict the reaction product. The product is: [C:1]([C:3]1[C:7]2[CH:8]=[C:9]([O:12][CH3:13])[CH:10]=[CH:11][C:6]=2[O:5][C:4]=1[CH:14]([NH:21][C:22]1[CH:23]=[CH:24][C:25]([C:28]([NH:30][CH2:31][CH2:32][C:33]([OH:35])=[O:34])=[O:29])=[CH:26][CH:27]=1)[CH:15]1[CH2:20][CH2:19][CH2:18][CH2:17][CH2:16]1)#[N:2]. (2) Given the reactants C[O:2][C:3]1[CH:4]=[CH:5][C:6]2[CH2:12][CH2:11][NH:10][C:9](=[O:13])[NH:8][C:7]=2[CH:14]=1.B(Br)(Br)Br, predict the reaction product. The product is: [OH:2][C:3]1[CH:4]=[CH:5][C:6]2[CH2:12][CH2:11][NH:10][C:9](=[O:13])[NH:8][C:7]=2[CH:14]=1. (3) Given the reactants [Si:1]([O:8][C@H:9]1[CH2:18][C:17]([CH3:20])([CH3:19])[CH2:16][C:15]2[N:14]=[C:13]([CH:21]([CH3:23])[CH3:22])[C:12]([C@H:24]([C:26]3[CH:27]=[N:28][C:29]([C:32]([F:35])([F:34])[F:33])=[CH:30][CH:31]=3)[OH:25])=[C:11]([I:36])[C:10]1=2)([C:4]([CH3:7])([CH3:6])[CH3:5])([CH3:3])[CH3:2].S([O-])(O)=O.[Na+].C(=O)([O-])O.[Na+], predict the reaction product. The product is: [Si:1]([O:8][C@H:9]1[CH2:18][C:17]([CH3:19])([CH3:20])[CH2:16][C:15]2[N:14]=[C:13]([CH:21]([CH3:23])[CH3:22])[C:12]([C:24]([C:26]3[CH:27]=[N:28][C:29]([C:32]([F:33])([F:34])[F:35])=[CH:30][CH:31]=3)=[O:25])=[C:11]([I:36])[C:10]1=2)([C:4]([CH3:6])([CH3:7])[CH3:5])([CH3:2])[CH3:3]. (4) Given the reactants Br[C:2]1[CH:11]=[N:10][C:9]2[NH:8][CH2:7][CH2:6][O:5][C:4]=2[CH:3]=1.[Cl:12][C:13]1[CH:18]=[CH:17][C:16](B(O)O)=[C:15]([F:22])[CH:14]=1, predict the reaction product. The product is: [Cl:12][C:13]1[CH:18]=[CH:17][C:16]([CH:6]2[O:5][C:4]3[CH:3]=[CH:2][CH:11]=[N:10][C:9]=3[NH:8][CH2:7]2)=[C:15]([F:22])[CH:14]=1. (5) Given the reactants [CH3:1][C:2]1[S:6][CH:5]=[N:4][C:3]=1[CH:7]=[O:8].[CH3:9][Mg]Br, predict the reaction product. The product is: [CH3:1][C:2]1[S:6][CH:5]=[N:4][C:3]=1[CH:7]([OH:8])[CH3:9]. (6) Given the reactants Br[C:2]1[C:3]([F:17])=[C:4]2[O:8][C:7]([CH:9]3[CH2:11][CH2:10]3)=[N:6][C:5]2=[C:12]([C:15]#[N:16])[C:13]=1[CH3:14].C([Sn](CCCC)(CCCC)[C:23]1[S:24][CH:25]=[CH:26][CH:27]=1)CCC.C(C1C(O)=C(C(C)(C)C)C=C(C)C=1)(C)(C)C, predict the reaction product. The product is: [CH:9]1([C:7]2[O:8][C:4]3[C:5](=[C:12]([C:15]#[N:16])[C:13]([CH3:14])=[C:2]([C:23]4[S:24][CH:25]=[CH:26][CH:27]=4)[C:3]=3[F:17])[N:6]=2)[CH2:11][CH2:10]1. (7) Given the reactants O[CH2:2][CH2:3][N:4]([CH2:10][C:11]1[CH:12]=[C:13]([CH:47]=[CH:48][CH:49]=1)[C:14]([NH:16][C:17]1[S:18][C:19]2[CH2:46][CH2:45][CH2:44][CH2:43][C:20]=2[C:21]=1[C:22]([NH:24][C:25]1[CH:30]=[CH:29][C:28]([CH2:31][CH2:32][C:33]2[CH:42]=[CH:41][C:36]([C:37]([O:39][CH3:40])=[O:38])=[CH:35][CH:34]=2)=[CH:27][CH:26]=1)=[O:23])=[O:15])[CH:5]([CH2:8][CH3:9])[CH2:6][CH3:7].S(Cl)(Cl)=O.[NH:54]1[CH2:64][CH2:63][CH:57]([C:58]([O:60][CH2:61][CH3:62])=[O:59])[CH2:56][CH2:55]1, predict the reaction product. The product is: [CH3:40][O:39][C:37]([C:36]1[CH:41]=[CH:42][C:33]([CH2:32][CH2:31][C:28]2[CH:27]=[CH:26][C:25]([NH:24][C:22]([C:21]3[C:20]4[CH2:43][CH2:44][CH2:45][CH2:46][C:19]=4[S:18][C:17]=3[NH:16][C:14]([C:13]3[CH:12]=[C:11]([CH:49]=[CH:48][CH:47]=3)[CH2:10][N:4]([CH:5]([CH2:6][CH3:7])[CH2:8][CH3:9])[CH2:3][CH2:2][N:54]3[CH2:55][CH2:56][CH:57]([C:58]([O:60][CH2:61][CH3:62])=[O:59])[CH2:63][CH2:64]3)=[O:15])=[O:23])=[CH:30][CH:29]=2)=[CH:34][CH:35]=1)=[O:38].